From a dataset of Full USPTO retrosynthesis dataset with 1.9M reactions from patents (1976-2016). Predict the reactants needed to synthesize the given product. (1) Given the product [ClH:24].[CH3:3][O:4][C:5]1[CH:6]=[C:7]([CH:12]=[C:13]([O:15][CH2:16][CH2:17][N:18]2[CH2:23][CH2:22][O:21][CH2:20][CH2:19]2)[CH:14]=1)[C:8]([OH:10])=[O:9], predict the reactants needed to synthesize it. The reactants are: [OH-].[Na+].[CH3:3][O:4][C:5]1[CH:6]=[C:7]([CH:12]=[C:13]([O:15][CH2:16][CH2:17][N:18]2[CH2:23][CH2:22][O:21][CH2:20][CH2:19]2)[CH:14]=1)[C:8]([O:10]C)=[O:9].[ClH:24]. (2) Given the product [CH2:30]([O:29][P:28]([CH:18]([P:20]([O:25][CH2:26][CH3:27])([O:21][CH2:22][CH3:23])=[O:24])[C:11]1[N:6]2[CH:7]=[CH:8][CH:9]=[CH:10][C:5]2=[N:4][C:3]=1[CH2:1][CH3:2])(=[O:32])[O:33][CH2:34][CH3:35])[CH3:31], predict the reactants needed to synthesize it. The reactants are: [CH2:1]([C:3]1[N:4]=[C:5]2[CH:10]=[CH:9][CH:8]=[CH:7][N:6]2[C:11]=1I)[CH3:2].[Li]CCCC.[CH:18]([P:28]([O:33][CH2:34][CH3:35])(=[O:32])[O:29][CH2:30][CH3:31])([P:20]([O:25][CH2:26][CH3:27])(=[O:24])[O:21][CH2:22][CH3:23])C. (3) Given the product [CH3:2][N:3]([CH3:8])[CH2:4][CH2:5][CH2:6][O:15][C:16]1[CH:21]=[CH:20][C:19]([C:22]2[CH:23]=[CH:24][C:25]([C:28]([O:30][CH2:31][CH3:32])=[O:29])=[CH:26][CH:27]=2)=[CH:18][C:17]=1[C:33]1[CH:42]=[CH:41][C:40]2[C:39]([CH3:44])([CH3:43])[CH2:38][CH2:37][C:36]([CH3:45])([CH3:46])[C:35]=2[CH:34]=1, predict the reactants needed to synthesize it. The reactants are: Cl.[CH3:2][N:3]([CH3:8])[CH2:4][CH2:5][CH2:6]Cl.C(=O)([O-])[O-].[K+].[K+].[OH:15][C:16]1[CH:21]=[CH:20][C:19]([C:22]2[CH:27]=[CH:26][C:25]([C:28]([O:30][CH2:31][CH3:32])=[O:29])=[CH:24][CH:23]=2)=[CH:18][C:17]=1[C:33]1[CH:42]=[CH:41][C:40]2[C:39]([CH3:44])([CH3:43])[CH2:38][CH2:37][C:36]([CH3:46])([CH3:45])[C:35]=2[CH:34]=1.O. (4) Given the product [ClH:49].[Br:1][C:2]1[CH:11]=[CH:10][CH:9]=[C:8]2[C:3]=1[CH:4]=[CH:5][C:6]([O:47][CH3:48])=[C:7]2[CH2:12][N:13]1[C:19](=[O:20])[C@@H:18]([NH:21][C:22](=[O:34])[C@@H:23]([NH:25][CH3:26])[CH3:24])[C@H:17]([CH3:35])[N:16]([C:36](=[O:42])[CH2:37][S:38]([CH3:41])(=[O:40])=[O:39])[C:15]2[CH:43]=[CH:44][CH:45]=[CH:46][C:14]1=2, predict the reactants needed to synthesize it. The reactants are: [Br:1][C:2]1[CH:11]=[CH:10][CH:9]=[C:8]2[C:3]=1[CH:4]=[CH:5][C:6]([O:47][CH3:48])=[C:7]2[CH2:12][N:13]1[C:19](=[O:20])[C@@H:18]([NH:21][C:22](=[O:34])[C@@H:23]([N:25](C)[C:26](=O)OC(C)(C)C)[CH3:24])[C@H:17]([CH3:35])[N:16]([C:36](=[O:42])[CH2:37][S:38]([CH3:41])(=[O:40])=[O:39])[C:15]2[CH:43]=[CH:44][CH:45]=[CH:46][C:14]1=2.[ClH:49]. (5) Given the product [CH2:1]([O:8][C:9](=[O:26])[NH:10][CH:11]([CH:20]=[O:25])[CH:12]([CH3:19])[CH2:13][O:14][C:15]([CH3:18])([CH3:16])[CH3:17])[C:2]1[CH:3]=[CH:4][CH:5]=[CH:6][CH:7]=1, predict the reactants needed to synthesize it. The reactants are: [CH2:1]([O:8][C:9](=[O:26])[NH:10][CH:11]([C:20](=[O:25])N(OC)C)[CH:12]([CH3:19])[CH2:13][O:14][C:15]([CH3:18])([CH3:17])[CH3:16])[C:2]1[CH:7]=[CH:6][CH:5]=[CH:4][CH:3]=1.[H-].[Al+3].[Li+].[H-].[H-].[H-].